From a dataset of Reaction yield outcomes from USPTO patents with 853,638 reactions. Predict the reaction yield, written as a fraction of the theoretical maximum amount of product (1.0 means a 100% yield; for example, 0.34 means a 34% yield). (1) The reactants are [H-].[Na+].[CH2:3]([O:10][C:11]1[CH:16]=[CH:15][C:14]([C:17](=[O:19])[CH3:18])=[CH:13][CH:12]=1)[C:4]1[CH:9]=[CH:8][CH:7]=[CH:6][CH:5]=1.[C:20](=O)([O:23]C)[O:21][CH3:22]. The catalyst is CN(C=O)C. The product is [CH2:3]([O:10][C:11]1[CH:12]=[CH:13][C:14]([C:17](=[O:19])[CH2:18][C:20]([O:21][CH3:22])=[O:23])=[CH:15][CH:16]=1)[C:4]1[CH:5]=[CH:6][CH:7]=[CH:8][CH:9]=1. The yield is 0.920. (2) The reactants are [Br:1][C:2]1[CH:7]=[C:6](F)[C:5]([N+:9]([O-:11])=[O:10])=[CH:4][C:3]=1[F:12].[CH3:13][O-:14].[Na+]. The catalyst is CO. The product is [CH3:13][O:14][C:6]1[CH:7]=[C:2]([Br:1])[C:3]([F:12])=[CH:4][C:5]=1[N+:9]([O-:11])=[O:10]. The yield is 0.950.